From a dataset of Reaction yield outcomes from USPTO patents with 853,638 reactions. Predict the reaction yield, written as a fraction of the theoretical maximum amount of product (1.0 means a 100% yield; for example, 0.34 means a 34% yield). (1) The reactants are C([N:8]1[CH2:13][CH:12]=[C:11]([CH2:14][O:15][C:16]2[C:21](Br)=[CH:20][CH:19]=[C:18]([O:23]CC3C=CC=CC=3)[C:17]=2[F:31])[CH2:10][CH2:9]1)C1C=CC=CC=1.C([SnH](CCCC)CCCC)CCC.[C-]#[Si+].C([O-])=O.[NH4+]. The catalyst is C1C=CC=CC=1.CO.[OH-].[Pd+2].[OH-].N(C(C)(C)C#N)=NC(C)(C)C#N. The product is [F:31][C:17]1[C:16]2[O:15][CH2:14][C:11]3([CH2:10][CH2:9][NH:8][CH2:13][CH2:12]3)[C:21]=2[CH:20]=[CH:19][C:18]=1[OH:23]. The yield is 0.960. (2) The reactants are Cl.C(OC([NH:9][C:10]1[CH:15]=[CH:14][CH:13]=[CH:12][C:11]=1[N:16]([CH:36]1[CH2:41][CH2:40][CH2:39][CH2:38][CH2:37]1)[CH2:17][C@@H:18]([NH:29][C:30](=[O:35])[C:31]([F:34])([F:33])[F:32])[C:19]([O:21][CH2:22][C:23]1[CH:28]=[CH:27][CH:26]=[CH:25][CH:24]=1)=[O:20])=O)(C)(C)C.C(=O)(O)[O-].[Na+]. The catalyst is C1(C)C=CC=CC=1. The product is [NH2:9][C:10]1[CH:15]=[CH:14][CH:13]=[CH:12][C:11]=1[N:16]([CH:36]1[CH2:37][CH2:38][CH2:39][CH2:40][CH2:41]1)[CH2:17][C@@H:18]([NH:29][C:30](=[O:35])[C:31]([F:32])([F:33])[F:34])[C:19]([O:21][CH2:22][C:23]1[CH:28]=[CH:27][CH:26]=[CH:25][CH:24]=1)=[O:20]. The yield is 0.560. (3) The reactants are [Cl:1][C:2]1[CH:7]=[CH:6][C:5](F)=[C:4]([N+:9]([O-:11])=[O:10])[CH:3]=1.Cl.[CH3:13][C:14]1([CH3:22])[C@H:18]([NH2:19])[CH2:17][CH2:16][S:15]1(=[O:21])=[O:20].C(=O)([O-])[O-].[K+].[K+].C(N(CC)CC)C. The catalyst is CN(C)C=O. The product is [Cl:1][C:2]1[CH:7]=[CH:6][C:5]([NH:19][C@@H:18]2[CH2:17][CH2:16][S:15](=[O:21])(=[O:20])[C:14]2([CH3:22])[CH3:13])=[C:4]([N+:9]([O-:11])=[O:10])[CH:3]=1. The yield is 0.313. (4) The reactants are I[C:2]1[CH:9]=[CH:8][C:5]([CH:6]=[O:7])=[CH:4][C:3]=1[O:10][CH3:11].[CH3:12][C:13]1[CH:18]=[C:17](B(O)O)[CH:16]=[CH:15][N:14]=1.C(=O)([O-])[O-].[Na+].[Na+]. The catalyst is O1CCOCC1.O.Cl[Pd]Cl. The product is [CH3:11][O:10][C:3]1[CH:4]=[C:5]([CH:8]=[CH:9][C:2]=1[C:17]1[CH:16]=[CH:15][N:14]=[C:13]([CH3:12])[CH:18]=1)[CH:6]=[O:7]. The yield is 0.588. (5) The reactants are C([Li])CCC.[CH3:6][N:7]1[CH:11]=[CH:10][N:9]=[CH:8]1.Cl[Si](CC)(CC)CC.[Cl:20][C:21]1[CH:26]=[CH:25][C:24]([C:27]([C:29]2[CH:30]=[CH:31][C:32]3[C:33]([CH:44]=2)=[C:34]([C:37]2[CH:42]=[CH:41][CH:40]=[C:39]([Cl:43])[CH:38]=2)[O:35][N:36]=3)=[O:28])=[CH:23][CH:22]=1. The catalyst is C1COCC1. The product is [Cl:43][C:39]1[CH:38]=[C:37]([C:34]2[O:35][N:36]=[C:32]3[CH:31]=[CH:30][C:29]([C:27]([C:24]4[CH:23]=[CH:22][C:21]([Cl:20])=[CH:26][CH:25]=4)([C:11]4[N:7]([CH3:6])[CH:8]=[N:9][CH:10]=4)[OH:28])=[CH:44][C:33]=23)[CH:42]=[CH:41][CH:40]=1. The yield is 0.250. (6) The reactants are [CH3:1][C:2]1[C:6]2[C:7](=[O:19])[N:8]([CH2:11][CH2:12][N:13]3[CH2:18][CH2:17][O:16][CH2:15][CH2:14]3)[CH2:9][CH2:10][C:5]=2[NH:4][C:3]=1[CH:20]=O.[F:22][C:23]1[CH:24]=[C:25]2[C:29](=[CH:30][C:31]=1[NH:32][C:33](=[O:35])[CH3:34])[NH:28][C:27](=[O:36])[CH2:26]2. No catalyst specified. The product is [F:22][C:23]1[CH:24]=[C:25]2[C:29](=[CH:30][C:31]=1[NH:32][C:33](=[O:35])[CH3:34])[NH:28][C:27](=[O:36])[C:26]2=[CH:20][C:3]1[NH:4][C:5]2[CH2:10][CH2:9][N:8]([CH2:11][CH2:12][N:13]3[CH2:14][CH2:15][O:16][CH2:17][CH2:18]3)[C:7](=[O:19])[C:6]=2[C:2]=1[CH3:1]. The yield is 0.393.